This data is from Full USPTO retrosynthesis dataset with 1.9M reactions from patents (1976-2016). The task is: Predict the reactants needed to synthesize the given product. (1) Given the product [Br:1][C:2]1[CH:7]=[C:6]([F:8])[CH:5]=[CH:4][C:3]=1[CH:9]1[N:10]=[C:11]([C:21]2[S:22][CH:23]=[CH:24][N:25]=2)[NH:12][C:13]([CH2:19][N:27]2[CH2:32][CH2:31][O:30][CH2:29][CH:28]2[C:33]([OH:35])=[O:34])=[C:14]1[C:15]([O:17][CH3:18])=[O:16], predict the reactants needed to synthesize it. The reactants are: [Br:1][C:2]1[CH:7]=[C:6]([F:8])[CH:5]=[CH:4][C:3]=1[CH:9]1[C:14]([C:15]([O:17][CH3:18])=[O:16])=[C:13]([CH2:19]Br)[NH:12][C:11]([C:21]2[S:22][CH:23]=[CH:24][N:25]=2)=[N:10]1.Cl.[NH:27]1[CH2:32][CH2:31][O:30][CH2:29][CH:28]1[C:33]([OH:35])=[O:34]. (2) Given the product [F:48][C:27]1[CH:28]=[C:29]([NH:32][C:33]([C:35]2([C:38]([NH:39][C:40]3[CH:41]=[CH:42][C:43]([F:46])=[CH:44][CH:45]=3)=[O:47])[CH2:36][CH2:37]2)=[O:34])[CH:30]=[CH:31][C:26]=1[O:25][C:23]1[CH:22]=[CH:21][N:20]=[C:19]([NH:9][C:10]([N:60]2[CH2:59][CH2:58][CH:57]([N:54]3[CH2:53][CH2:52][N:51]([CH3:50])[CH2:56][CH2:55]3)[CH2:62][CH2:61]2)=[O:11])[CH:24]=1, predict the reactants needed to synthesize it. The reactants are: C1(OC(=O)[N:9]([C:19]2[CH:24]=[C:23]([O:25][C:26]3[CH:31]=[CH:30][C:29]([NH:32][C:33]([C:35]4([C:38](=[O:47])[NH:39][C:40]5[CH:45]=[CH:44][C:43]([F:46])=[CH:42][CH:41]=5)[CH2:37][CH2:36]4)=[O:34])=[CH:28][C:27]=3[F:48])[CH:22]=[CH:21][N:20]=2)[C:10](OC2C=CC=CC=2)=[O:11])C=CC=CC=1.[CH3:50][N:51]1[CH2:56][CH2:55][N:54]([CH:57]2[CH2:62][CH2:61][NH:60][CH2:59][CH2:58]2)[CH2:53][CH2:52]1. (3) Given the product [Si:18]([O:25][CH:26]1[CH2:27][CH2:28][CH:29]([CH2:32][C@H:33]([NH:37][C:38](=[O:44])[O:39][C:40]([CH3:43])([CH3:42])[CH3:41])[CH2:34][N:35]([CH3:36])[C:1]([O:3][CH2:4][CH2:5][Si:6]([CH3:7])([CH3:8])[CH3:9])=[O:10])[CH2:30][CH2:31]1)([C:21]([CH3:23])([CH3:24])[CH3:22])([CH3:20])[CH3:19], predict the reactants needed to synthesize it. The reactants are: [C:1]([O:10]N1C(=O)CCC1=O)([O:3][CH2:4][CH2:5][Si:6]([CH3:9])([CH3:8])[CH3:7])=O.[Si:18]([O:25][CH:26]1[CH2:31][CH2:30][CH:29]([CH2:32][C@H:33]([NH:37][C:38](=[O:44])[O:39][C:40]([CH3:43])([CH3:42])[CH3:41])[CH2:34][NH:35][CH3:36])[CH2:28][CH2:27]1)([C:21]([CH3:24])([CH3:23])[CH3:22])([CH3:20])[CH3:19].C([O-])([O-])=O.[K+].[K+]. (4) Given the product [C:25]([NH:12][C@H:11]([C:13]([OH:15])=[O:14])[CH2:10][C:9]1[CH:8]=[CH:7][C:6]([N+:3]([O-:5])=[O:4])=[CH:17][CH:16]=1)([O:27][CH2:28][C:29]1[CH:34]=[CH:33][CH:32]=[CH:31][CH:30]=1)=[O:26], predict the reactants needed to synthesize it. The reactants are: [OH-].[Na+].[N+:3]([C:6]1[CH:17]=[CH:16][C:9]([CH2:10][C@@H:11]([C:13]([OH:15])=[O:14])[NH2:12])=[CH:8][CH:7]=1)([O-:5])=[O:4].C(=O)([O-])[O-].[Na+].[Na+].Cl[C:25]([O:27][CH2:28][C:29]1[CH:34]=[CH:33][CH:32]=[CH:31][CH:30]=1)=[O:26].